Dataset: Full USPTO retrosynthesis dataset with 1.9M reactions from patents (1976-2016). Task: Predict the reactants needed to synthesize the given product. (1) Given the product [OH:1][C:2]1[CH:7]=[CH:6][CH:5]=[CH:4][C:3]=1[CH2:8][C:9]([O:11][CH2:24][C:23]1[CH:26]=[CH:27][C:20]([O:19][CH3:18])=[CH:21][CH:22]=1)=[O:10], predict the reactants needed to synthesize it. The reactants are: [OH:1][C:2]1[CH:7]=[CH:6][CH:5]=[CH:4][C:3]=1[CH2:8][C:9]([OH:11])=[O:10].CC(C)([O-])C.[K+].[CH3:18][O:19][C:20]1[CH:27]=[CH:26][C:23]([CH2:24]Cl)=[CH:22][CH:21]=1. (2) Given the product [C:1]([O:5][C:6]([N:8]1[CH2:13][CH2:12][N:11]([S:14]([C:17]2[CH:22]=[CH:21][C:20]([C:35]3[C:36]4[C:41](=[CH:40][C:39]([F:42])=[CH:38][CH:37]=4)[N:33]([C:31]([O:30][C:26]([CH3:29])([CH3:28])[CH3:27])=[O:32])[CH:34]=3)=[CH:19][CH:18]=2)(=[O:16])=[O:15])[CH2:10][CH:9]1[CH2:24][OH:25])=[O:7])([CH3:4])([CH3:3])[CH3:2], predict the reactants needed to synthesize it. The reactants are: [C:1]([O:5][C:6]([N:8]1[CH2:13][CH2:12][N:11]([S:14]([C:17]2[CH:22]=[CH:21][C:20](Br)=[CH:19][CH:18]=2)(=[O:16])=[O:15])[CH2:10][CH:9]1[CH2:24][OH:25])=[O:7])([CH3:4])([CH3:3])[CH3:2].[C:26]([O:30][C:31]([N:33]1[C:41]2[C:36](=[CH:37][CH:38]=[C:39]([F:42])[CH:40]=2)[C:35](B2OC(C)(C)C(C)(C)O2)=[CH:34]1)=[O:32])([CH3:29])([CH3:28])[CH3:27].C([O-])([O-])=O.[K+].[K+].